This data is from Full USPTO retrosynthesis dataset with 1.9M reactions from patents (1976-2016). The task is: Predict the reactants needed to synthesize the given product. (1) Given the product [Cl:22][C:16]1[CH:15]=[C:14]2[C:19]([CH:20]=[C:9]([C:4]3[CH:5]=[CH:6][C:7]([F:8])=[C:2]([CH:3]=3)[NH2:1])[C:10]([CH3:11])=[N:13]2)=[CH:18][N:17]=1, predict the reactants needed to synthesize it. The reactants are: [NH2:1][C:2]1[CH:3]=[C:4]([CH2:9][C:10](=O)[CH3:11])[CH:5]=[CH:6][C:7]=1[F:8].[NH2:13][C:14]1[C:19]([CH:20]=O)=[CH:18][N:17]=[C:16]([Cl:22])[CH:15]=1.[OH-].[K+]. (2) Given the product [Cl:1][C:2]1[C:7]([S:8]([CH3:11])(=[O:10])=[O:9])=[CH:6][C:5]([C:12]2[N:13]([C:33]([N:47]3[CH2:48][CH2:49][CH:45]([N:44]([CH2:43][CH2:42][CH2:41][N:40]([CH3:39])[CH3:51])[CH3:50])[CH2:46]3)=[O:34])[C@@:14]([C:26]3[CH:31]=[CH:30][C:29]([Cl:32])=[CH:28][CH:27]=3)([CH3:25])[C@@:15]([C:18]3[CH:19]=[CH:20][C:21]([Cl:24])=[CH:22][CH:23]=3)([CH3:17])[N:16]=2)=[C:4]([O:36][CH2:37][CH3:38])[CH:3]=1, predict the reactants needed to synthesize it. The reactants are: [Cl:1][C:2]1[C:7]([S:8]([CH3:11])(=[O:10])=[O:9])=[CH:6][C:5]([C:12]2[N:13]([C:33](Cl)=[O:34])[C@@:14]([C:26]3[CH:31]=[CH:30][C:29]([Cl:32])=[CH:28][CH:27]=3)([CH3:25])[C@@:15]([C:18]3[CH:23]=[CH:22][C:21]([Cl:24])=[CH:20][CH:19]=3)([CH3:17])[N:16]=2)=[C:4]([O:36][CH2:37][CH3:38])[CH:3]=1.[CH3:39][N:40]([CH3:51])[CH2:41][CH2:42][CH2:43][N:44]([CH3:50])[CH:45]1[CH2:49][CH2:48][NH:47][CH2:46]1. (3) Given the product [CH2:9]([O:11][C:12]([CH:14]1[CH2:23][C:22]2[C:17](=[CH:18][CH:19]=[C:20]([O:34][CH3:33])[CH:21]=2)[C:16]([CH3:24])([CH3:25])[NH:15]1)=[O:13])[CH3:10], predict the reactants needed to synthesize it. The reactants are: [O-]S(C(F)(F)F)(=O)=O.[CH2:9]([O:11][C:12]([CH:14]1[CH2:23][C:22]2[C:17](=[CH:18][CH:19]=[CH:20][CH:21]=2)[C:16]([CH3:25])([CH3:24])[NH:15]1)=[O:13])[CH3:10].C[Si](C=[N+]=[N-])(C)C.[CH3:33][OH:34]. (4) Given the product [CH3:19][C:20]1[CH:25]=[CH:24][CH:23]=[C:22]([CH3:26])[C:21]=1[C:27]1[CH:32]=[CH:31][C:30]([C:6]([N:8]2[CH2:12][C:11](=[N:13][O:14][CH3:15])[CH2:10][C@H:9]2[C:16]([O:18][CH3:36])=[O:17])=[O:7])=[CH:29][CH:28]=1, predict the reactants needed to synthesize it. The reactants are: C(O[C:6]([N:8]1[CH2:12][C:11](=[N:13][O:14][CH3:15])[CH2:10][C@H:9]1[C:16]([OH:18])=[O:17])=[O:7])(C)(C)C.[CH3:19][C:20]1[CH:25]=[CH:24][CH:23]=[C:22]([CH3:26])[C:21]=1[C:27]1[CH:32]=[CH:31][C:30](C(O)=O)=[CH:29][CH:28]=1.[CH3:36]O. (5) Given the product [Br:1][C:2]1[C:3]([CH3:12])=[C:4]([OH:21])[CH:7]=[C:8]([CH3:11])[C:9]=1[CH3:10], predict the reactants needed to synthesize it. The reactants are: [Br:1][C:2]1[C:3]([CH3:12])=[C:4]([CH:7]=[C:8]([CH3:11])[C:9]=1[CH3:10])C=O.O.C1(C)C=CC(S(O)(=O)=[O:21])=CC=1.OO.S([O-])([O-])=O.[Na+].[Na+]. (6) The reactants are: [Cl:1][C:2]1[C:11]2[C:6](=[CH:7][CH:8]=[CH:9][CH:10]=2)[N:5]=[C:4]([C:12]([O:14]CC)=O)[N:3]=1.[F:17][C:18]1[CH:23]=[CH:22][C:21]([Mg]Br)=[CH:20][CH:19]=1.C1COCC1. Given the product [Cl:1][C:2]1[C:11]2[C:6](=[CH:7][CH:8]=[CH:9][CH:10]=2)[N:5]=[C:4]([C:12]([C:21]2[CH:22]=[CH:23][C:18]([F:17])=[CH:19][CH:20]=2)=[O:14])[N:3]=1, predict the reactants needed to synthesize it.